The task is: Predict the reactants needed to synthesize the given product.. This data is from Full USPTO retrosynthesis dataset with 1.9M reactions from patents (1976-2016). (1) Given the product [CH3:17][CH:18]1[C:22]2[C:23]([O:27][C:2]3[CH:7]=[CH:6][C:5]([N+:8]([O-:10])=[O:9])=[CH:4][N:3]=3)=[CH:24][CH:25]=[CH:26][C:21]=2[CH2:20][O:19]1, predict the reactants needed to synthesize it. The reactants are: Cl[C:2]1[CH:7]=[CH:6][C:5]([N+:8]([O-:10])=[O:9])=[CH:4][N:3]=1.C(=O)([O-])[O-].[K+].[K+].[CH3:17][CH:18]1[C:22]2[C:23]([OH:27])=[CH:24][CH:25]=[CH:26][C:21]=2[CH2:20][O:19]1. (2) Given the product [CH3:2][CH2:1][CH:3]([NH:6][CH2:8][CH2:7][CH2:13][S:10]([OH:12])(=[O:11])=[O:9])[CH2:4][CH3:5], predict the reactants needed to synthesize it. The reactants are: [CH2:1]([CH:3]([NH2:6])[CH2:4][CH3:5])[CH3:2].[CH2:7]1[CH2:13][S:10](=[O:12])(=[O:11])[O:9][CH2:8]1. (3) The reactants are: [CH2:1]([C:9]1[N:13]=[C:12]([C:14]2[CH:21]=[CH:20][C:17]([CH:18]=O)=[CH:16][CH:15]=2)[O:11][N:10]=1)[CH2:2][CH2:3][CH2:4][CH2:5][CH2:6][CH2:7][CH3:8].[C:22]1([NH2:32])[C:31]2[CH2:30][CH2:29][CH2:28][CH2:27][C:26]=2[CH:25]=[CH:24][CH:23]=1. Given the product [C:22]1([NH:32][CH2:18][C:17]2[CH:20]=[CH:21][C:14]([C:12]3[O:11][N:10]=[C:9]([CH2:1][CH2:2][CH2:3][CH2:4][CH2:5][CH2:6][CH2:7][CH3:8])[N:13]=3)=[CH:15][CH:16]=2)[C:31]2[CH2:30][CH2:29][CH2:28][CH2:27][C:26]=2[CH:25]=[CH:24][CH:23]=1, predict the reactants needed to synthesize it.